Dataset: Peptide-MHC class II binding affinity with 134,281 pairs from IEDB. Task: Regression. Given a peptide amino acid sequence and an MHC pseudo amino acid sequence, predict their binding affinity value. This is MHC class II binding data. (1) The peptide sequence is VDCRPFNGGESKLKA. The MHC is DRB1_1501 with pseudo-sequence DRB1_1501. The binding affinity (normalized) is 0.418. (2) The peptide sequence is DVPDYASLRSLVASS. The MHC is DRB1_1101 with pseudo-sequence DRB1_1101. The binding affinity (normalized) is 0.860. (3) The peptide sequence is TPEKEEPTAAPAEPE. The MHC is DRB1_0405 with pseudo-sequence DRB1_0405. The binding affinity (normalized) is 0.0720. (4) The peptide sequence is EERVERIKSEYMTSW. The MHC is HLA-DQA10501-DQB10303 with pseudo-sequence HLA-DQA10501-DQB10303. The binding affinity (normalized) is 0.205. (5) The binding affinity (normalized) is 0.265. The peptide sequence is LQQYPLGQGSFRPSQQNPQA. The MHC is DRB1_1101 with pseudo-sequence DRB1_1101.